The task is: Predict the reactants needed to synthesize the given product.. This data is from Full USPTO retrosynthesis dataset with 1.9M reactions from patents (1976-2016). Given the product [CH2:1]1[C:9]2[C:4](=[CH:5][CH:6]=[CH:7][CH:8]=2)[CH2:3][CH:2]1[O:10][C:11]1[CH:12]=[C:13]([C:29]2[CH:28]=[N:35][N:34]([CH3:33])[C:23](=[O:22])[CH:30]=2)[CH:16]=[CH:17][C:18]=1[O:19][CH3:20], predict the reactants needed to synthesize it. The reactants are: [CH2:1]1[C:9]2[C:4](=[CH:5][CH:6]=[CH:7][CH:8]=2)[CH2:3][CH:2]1[O:10][C:11]1[CH:12]=[C:13]([CH:16]=[CH:17][C:18]=1[O:19][CH3:20])C=O.C[O:22][C:23]1C=C([CH:28]=[CH:29][C:30]=1OC)C=O.[CH3:33][NH:34][NH2:35].O.NN.